This data is from KCNQ2 potassium channel screen with 302,405 compounds. The task is: Binary Classification. Given a drug SMILES string, predict its activity (active/inactive) in a high-throughput screening assay against a specified biological target. (1) The molecule is S1\C(C(=O)N(Cc2cc(ccc2)C(O)=O)C1=O)=C\c1c([N+]([O-])=O)cccc1. The result is 0 (inactive). (2) The molecule is S(=O)(=O)(N1CCC(CC1)C(OC)=O)c1ccc(OC)cc1. The result is 0 (inactive). (3) The molecule is S=C(Nc1c2c(ccc1)c(O)ccc2)NC(=O)CCC. The result is 0 (inactive). (4) The drug is S(c1nc(nc2c3c(oc12)cccc3)C)Cc1cc(F)ccc1. The result is 0 (inactive).